Dataset: Full USPTO retrosynthesis dataset with 1.9M reactions from patents (1976-2016). Task: Predict the reactants needed to synthesize the given product. (1) The reactants are: [CH2:1]([NH:9][C:10]([NH:12][NH:13][C:14](=O)[CH2:15][O:16][C:17]([C:30]1[CH:35]=[CH:34][CH:33]=[CH:32][CH:31]=1)([C:24]1[CH:29]=[CH:28][CH:27]=[CH:26][CH:25]=1)[C:18]1[CH:23]=[CH:22][CH:21]=[CH:20][CH:19]=1)=[O:11])[CH2:2][CH2:3][CH2:4][CH2:5][CH2:6][CH2:7][CH3:8].[OH-].[K+].Cl. Given the product [CH2:1]([N:9]1[C:10](=[O:11])[NH:12][N:13]=[C:14]1[CH2:15][O:16][C:17]([C:18]1[CH:23]=[CH:22][CH:21]=[CH:20][CH:19]=1)([C:30]1[CH:31]=[CH:32][CH:33]=[CH:34][CH:35]=1)[C:24]1[CH:25]=[CH:26][CH:27]=[CH:28][CH:29]=1)[CH2:2][CH2:3][CH2:4][CH2:5][CH2:6][CH2:7][CH3:8], predict the reactants needed to synthesize it. (2) Given the product [CH2:26]([C:16]1([NH:15][C:6](=[O:11])[C:7]([F:8])([F:9])[F:10])[CH2:24][C:23]2[C:18](=[CH:19][CH:20]=[CH:21][CH:22]=2)[C:17]1=[O:25])[C:27]1[CH:28]=[CH:29][CH:30]=[CH:31][CH:32]=1, predict the reactants needed to synthesize it. The reactants are: [F:8][C:7]([F:10])([F:9])[C:6](O[C:6](=[O:11])[C:7]([F:10])([F:9])[F:8])=[O:11].Cl.[NH2:15][C:16]1([CH2:26][C:27]2[CH:32]=[CH:31][CH:30]=[CH:29][CH:28]=2)[CH2:24][C:23]2[C:18](=[CH:19][CH:20]=[CH:21][CH:22]=2)[C:17]1=[O:25].C(N(CC)CC)C. (3) Given the product [NH2:64][C:63]1[N:59]([CH3:58])[N+:60]([CH2:18][C:15]2[CH2:16][S:17][C@@H:12]3[C@H:11]([NH:10][C:8](=[O:9])/[C:7](/[C:4]4[N:3]=[C:2]([NH2:1])[S:6][N:5]=4)=[N:38]\[O:39][C:40]([C:43]([OH:45])=[O:44])([CH3:42])[CH3:41])[C:36](=[O:37])[N:13]3[C:14]=2[C:20]([O-:22])=[O:21])=[CH:61][C:62]=1[NH:84][C:85]([N:87]1[CH2:91][CH2:90][C@@H:89]([NH2:92])[CH2:88]1)=[O:86], predict the reactants needed to synthesize it. The reactants are: [NH2:1][C:2]1[S:6][N:5]=[C:4](/[C:7](=[N:38]/[O:39][C:40]([C:43]([O:45]C(C)(C)C)=[O:44])([CH3:42])[CH3:41])/[C:8]([NH:10][C@@H:11]2[C:36](=[O:37])[N:13]3[C:14]([C:20]([O:22]C(C4C=CC=CC=4)C4C=CC=CC=4)=[O:21])=[C:15]([CH2:18]I)[CH2:16][S:17][C@H:12]23)=[O:9])[N:3]=1.C[Si](C)(C)NC(=O)C.[CH3:58][N:59]1[C:63]([NH:64]C(C2C=CC=CC=2)(C2C=CC=CC=2)C2C=CC=CC=2)=[C:62]([NH:84][C:85]([N:87]2[CH2:91][CH2:90][C@@H:89]([NH:92]C(=O)OC(C)(C)C)[CH2:88]2)=[O:86])[CH:61]=[N:60]1.C(OCC)(=O)C. (4) The reactants are: [O:1]=[C:2]1[CH2:7][CH2:6][CH:5]([C:8]([O:10][CH2:11][C:12]2[CH:17]=[CH:16][CH:15]=[CH:14][CH:13]=2)=[O:9])[CH2:4][CH2:3]1.[F:18][C:19]([F:38])([F:37])[S:20](N(C1C=CC=CC=1)[S:20]([C:19]([F:38])([F:37])[F:18])(=[O:22])=[O:21])(=[O:22])=[O:21].C[Si]([N-][Si](C)(C)C)(C)C.[K+].C1C[O:52]CC1. Given the product [OH:52][C:5]1([C:8]([O:10][CH2:11][C:12]2[CH:17]=[CH:16][CH:15]=[CH:14][CH:13]=2)=[O:9])[CH2:6][CH2:7][C:2]([O:1][S:20]([C:19]([F:38])([F:37])[F:18])(=[O:22])=[O:21])=[CH:3][CH2:4]1, predict the reactants needed to synthesize it. (5) The reactants are: C[O:2][C:3]([C:5]1[C:10]([CH3:11])=[CH:9][C:8]([F:12])=[CH:7][N:6]=1)=[O:4].O.[OH-].[Li+]. Given the product [F:12][C:8]1[CH:9]=[C:10]([CH3:11])[C:5]([C:3]([OH:4])=[O:2])=[N:6][CH:7]=1, predict the reactants needed to synthesize it. (6) Given the product [CH3:20][O:21][CH2:22][CH:15]1[C:16](=[O:19])[CH2:17][CH2:18][O:13][CH2:14]1, predict the reactants needed to synthesize it. The reactants are: C(NC(C)C)(C)C.C([Li])CCC.[O:13]1[CH2:18][CH2:17][C:16](=[O:19])[CH2:15][CH2:14]1.[CH3:20][O:21][CH2:22]Br. (7) The reactants are: [O:1]1[CH2:6][CH:5]=[C:4]([C:7]2[CH:15]=[CH:14][C:13]([F:16])=[C:12]3[C:8]=2[CH2:9][CH2:10][C:11]3=[O:17])[CH2:3][CH2:2]1. Given the product [F:16][C:13]1[CH:14]=[CH:15][C:7]([CH:4]2[CH2:5][CH2:6][O:1][CH2:2][CH2:3]2)=[C:8]2[C:12]=1[C:11](=[O:17])[CH2:10][CH2:9]2, predict the reactants needed to synthesize it. (8) Given the product [CH2:12]([O:10][C:9](=[O:11])[CH2:8][C:4]1[CH:5]=[CH:6][CH:7]=[C:2]([O:1][CH2:8][C:4]2[CH:5]=[CH:6][CH:7]=[CH:2][CH:3]=2)[CH:3]=1)[C:13]1[CH:18]=[CH:17][CH:16]=[CH:15][CH:14]=1, predict the reactants needed to synthesize it. The reactants are: [OH:1][C:2]1[CH:3]=[C:4]([CH2:8][C:9]([OH:11])=[O:10])[CH:5]=[CH:6][CH:7]=1.[CH2:12](Br)[C:13]1[CH:18]=[CH:17][CH:16]=[CH:15][CH:14]=1.C(=O)([O-])[O-].[K+].[K+]. (9) Given the product [C:54]([O:53][C@H:52]1[C@@H:57]([O:58][CH2:59][C:60]2[CH:61]=[CH:62][CH:63]=[CH:64][CH:65]=2)[C@H:66]([O:67][CH2:68][C:69]2[CH:70]=[CH:71][CH:72]=[CH:73][CH:74]=2)[C@@H:75]([CH2:77][O:78][CH2:79][C:80]2[CH:81]=[CH:82][CH:83]=[CH:84][CH:85]=2)[O:76][C@@H:51]1[O:8][CH2:7][C@H:6]([O:5][CH2:4][CH2:3][C@H:2]([CH3:1])[CH2:31][CH2:32][CH2:33][C@H:34]([CH3:46])[CH2:35][CH2:36][CH2:37][C@H:38]([CH3:45])[CH2:39][CH2:40][CH2:41][CH:42]([CH3:44])[CH3:43])[CH2:9][O:10][CH2:11][CH2:12][C@H:13]([CH3:30])[CH2:14][CH2:15][CH2:16][C@H:17]([CH3:29])[CH2:18][CH2:19][CH2:20][C@H:21]([CH3:28])[CH2:22][CH2:23][CH2:24][CH:25]([CH3:26])[CH3:27])(=[O:56])[CH3:55], predict the reactants needed to synthesize it. The reactants are: [CH3:1][C@H:2]([CH2:31][CH2:32][CH2:33][C@H:34]([CH3:46])[CH2:35][CH2:36][CH2:37][C@H:38]([CH3:45])[CH2:39][CH2:40][CH2:41][CH:42]([CH3:44])[CH3:43])[CH2:3][CH2:4][O:5][C@@H:6]([CH2:9][O:10][CH2:11][CH2:12][C@H:13]([CH3:30])[CH2:14][CH2:15][CH2:16][C@H:17]([CH3:29])[CH2:18][CH2:19][CH2:20][C@H:21]([CH3:28])[CH2:22][CH2:23][CH2:24][CH:25]([CH3:27])[CH3:26])[CH2:7][OH:8].ClC(Cl)(Cl)C(=N)O[C@H:51]1[O:76][C@H:75]([CH2:77][O:78][CH2:79][C:80]2[CH:85]=[CH:84][CH:83]=[CH:82][CH:81]=2)[C@@H:66]([O:67][CH2:68][C:69]2[CH:74]=[CH:73][CH:72]=[CH:71][CH:70]=2)[C@H:57]([O:58][CH2:59][C:60]2[CH:65]=[CH:64][CH:63]=[CH:62][CH:61]=2)[C@@H:52]1[O:53][C:54](=[O:56])[CH3:55].C([Si](OS(C(F)(F)F)(=O)=O)(CC)CC)C. (10) Given the product [N:9]1[O:10][N:11]=[C:12]2[CH:17]=[C:16]([CH:18]3[C:23]4[C:22](=[O:27])[CH2:21][O:20][CH2:25][C:24]=4[NH:1][C:2]4[N:3]([CH3:8])[O:4][C:5](=[O:7])[C:6]3=4)[CH:15]=[CH:14][C:13]=12, predict the reactants needed to synthesize it. The reactants are: [NH2:1][C:2]1[N:3]([CH3:8])[O:4][C:5](=[O:7])[CH:6]=1.[N:9]1[O:10][N:11]=[C:12]2[CH:17]=[C:16]([CH:18]=O)[CH:15]=[CH:14][C:13]=12.[O:20]1[CH2:25][C:24](=O)[CH2:23][C:22](=[O:27])[CH2:21]1.